From a dataset of Reaction yield outcomes from USPTO patents with 853,638 reactions. Predict the reaction yield, written as a fraction of the theoretical maximum amount of product (1.0 means a 100% yield; for example, 0.34 means a 34% yield). (1) The reactants are CC(C)=O.OS(O)(=O)=O.O=[Cr](=O)=O.[CH3:14][C@@:15]12[CH2:28][CH2:27][C:26](=[O:29])[CH2:25][C@H:24]1[CH2:23][CH2:22][C@H:21]1[C@H:16]2[CH2:17][C@@H:18]2[CH2:32][CH2:31][C@H:30]([OH:33])[C@@:19]2([CH3:34])[CH2:20]1.CC(O)C. The catalyst is CC(C)=O.[Cl-].[Na+].O. The product is [CH3:34][C@@:19]12[C:30](=[O:33])[CH2:31][CH2:32][C@H:18]1[CH2:17][C@@H:16]1[C@H:21]([CH2:22][CH2:23][C@H:24]3[C@@:15]1([CH3:14])[CH2:28][CH2:27][C:26](=[O:29])[CH2:25]3)[CH2:20]2. The yield is 0.960. (2) The reactants are [OH-].[K+].[C:3]([C:6]1[N:11]=[C:10]([C:12]2[CH:17]=[CH:16][C:15]([C:18]3[C:23]([F:24])=[CH:22][C:21]([C:25]4([C:28]([O:30]C)=[O:29])[CH2:27][CH2:26]4)=[CH:20][C:19]=3[F:32])=[CH:14][CH:13]=2)[C:9]([CH3:33])=[N:8][C:7]=1[CH3:34])(=[O:5])[NH2:4].C(O)(=O)C. The catalyst is C(O)(C)(C)C.C(O)C. The product is [C:3]([C:6]1[N:11]=[C:10]([C:12]2[CH:13]=[CH:14][C:15]([C:18]3[C:23]([F:24])=[CH:22][C:21]([C:25]4([C:28]([OH:30])=[O:29])[CH2:26][CH2:27]4)=[CH:20][C:19]=3[F:32])=[CH:16][CH:17]=2)[C:9]([CH3:33])=[N:8][C:7]=1[CH3:34])(=[O:5])[NH2:4]. The yield is 0.378.